From a dataset of Reaction yield outcomes from USPTO patents with 853,638 reactions. Predict the reaction yield, written as a fraction of the theoretical maximum amount of product (1.0 means a 100% yield; for example, 0.34 means a 34% yield). (1) The catalyst is ClCCCl.ClCCl. The product is [C:1]([CH:5]1[CH2:6][CH2:7][CH:8]([O:11][C:12]2[CH:21]=[C:20]3[C:15](=[C:14]([CH3:22])[CH:13]=2)[CH:16]=[C:17]([CH:28]=[O:29])[CH:18]=[CH:19]3)[CH2:9][CH2:10]1)([CH3:4])([CH3:3])[CH3:2]. The reactants are [C:1]([CH:5]1[CH2:10][CH2:9][CH:8]([O:11][C:12]2[CH:13]=[C:14]([CH3:22])[C:15]3[C:20]([CH:21]=2)=[CH:19][CH:18]=[CH:17][CH:16]=3)[CH2:7][CH2:6]1)([CH3:4])([CH3:3])[CH3:2].[Sn](Cl)(Cl)(Cl)Cl.[CH3:28][O:29]C(Cl)Cl. The yield is 0.970. (2) The reactants are Cl.[CH3:2][O:3][C:4](=[O:14])[C@H:5]([CH2:7][C:8]1[CH:13]=[CH:12][CH:11]=[CH:10][CH:9]=1)[NH2:6].[N:15]1[CH:20]=[CH:19][CH:18]=[CH:17][C:16]=1[C:21]1[CH:28]=[CH:27][C:24]([CH:25]=O)=[CH:23][CH:22]=1.[BH4-].[Na+]. The catalyst is CO. The product is [CH3:2][O:3][C:4](=[O:14])[C@@H:5]([NH:6][CH2:25][C:24]1[CH:23]=[CH:22][C:21]([C:16]2[CH:17]=[CH:18][CH:19]=[CH:20][N:15]=2)=[CH:28][CH:27]=1)[CH2:7][C:8]1[CH:13]=[CH:12][CH:11]=[CH:10][CH:9]=1. The yield is 0.990. (3) The reactants are N(C(OCC)=O)=NC(OCC)=O.Cl[C:14]1[C:23]2[C:18](=[CH:19][C:20](OC)=[C:21](O)[CH:22]=2)[N:17]=[CH:16][N:15]=1.C1(P(C2C=CC=CC=2)C2C=CC=CC=2)C=CC=CC=1.C(OC(N1CCC[C@H](O)C1)=O)(C)(C)C. The catalyst is ClCCl. The product is [N:17]1[C:18]2[C:23](=[CH:22][CH:21]=[CH:20][CH:19]=2)[CH:14]=[N:15][CH:16]=1. The yield is 0.480. (4) The reactants are [CH2:1]1[CH2:11][C:9](=[O:10])[C:8]2[C:3](=[CH:4][CH:5]=[CH:6][CH:7]=2)[CH2:2]1.[CH2:12]=O.[ClH:14].[CH3:15][NH:16][CH3:17]. No catalyst specified. The product is [ClH:14].[CH3:15][N:16]([CH2:12][CH:11]1[CH2:1][CH2:2][C:3]2[C:8](=[CH:7][CH:6]=[CH:5][CH:4]=2)[C:9]1=[O:10])[CH3:17]. The yield is 0.110. (5) The reactants are Cl[C:2]1[CH:15]=[CH:14][C:5]([C:6]([NH:8][CH2:9][CH2:10][CH2:11][O:12][CH3:13])=[O:7])=[CH:4][N:3]=1.[NH2:16][NH2:17].C1(C)C=CC=CC=1. The catalyst is C(O)(C)C. The product is [NH:16]([C:2]1[CH:15]=[CH:14][C:5]([C:6]([NH:8][CH2:9][CH2:10][CH2:11][O:12][CH3:13])=[O:7])=[CH:4][N:3]=1)[NH2:17]. The yield is 1.00. (6) The product is [F:1][C:2]1[CH:3]=[CH:4][C:5]([C:8](=[O:15])[CH:9]([CH2:22][C:21]2[CH:20]=[CH:19][C:18]([C:17]([F:16])([F:26])[F:27])=[CH:25][CH:24]=2)[C:10]([O:12][CH2:13][CH3:14])=[O:11])=[CH:6][CH:7]=1. The reactants are [F:1][C:2]1[CH:7]=[CH:6][C:5]([C:8](=[O:15])[CH2:9][C:10]([O:12][CH2:13][CH3:14])=[O:11])=[CH:4][CH:3]=1.[F:16][C:17]([F:27])([F:26])[C:18]1[CH:25]=[CH:24][C:21]([CH2:22]Br)=[CH:20][CH:19]=1.C(=O)([O-])[O-].[K+].[K+]. The yield is 0.760. The catalyst is C(#N)C.O. (7) The product is [Cl:11][C:12]1[N:13]=[CH:14][N:15]=[C:16]([O:10][C:7]2[CH:6]=[CH:5][C:4]([NH2:3])=[N:9][CH:8]=2)[CH:17]=1. The catalyst is CC(N(C)C)=O. The yield is 0.500. The reactants are [H-].[Na+].[NH2:3][C:4]1[N:9]=[CH:8][C:7]([OH:10])=[CH:6][CH:5]=1.[Cl:11][C:12]1[CH:17]=[C:16](Cl)[N:15]=[CH:14][N:13]=1.O.